This data is from Catalyst prediction with 721,799 reactions and 888 catalyst types from USPTO. The task is: Predict which catalyst facilitates the given reaction. (1) Reactant: [NH:1]1[CH2:4][CH:3]([CH2:5][NH:6][C:7](=[O:13])[O:8][C:9]([CH3:12])([CH3:11])[CH3:10])[CH2:2]1.Cl[C:15]1[N:20]=[C:19]([C:21]2[CH:30]=[CH:29][C:28]3[C:23](=[CH:24][CH:25]=[CH:26][CH:27]=3)[CH:22]=2)[CH:18]=[CH:17][N:16]=1.CCN(C(C)C)C(C)C. Product: [CH:22]1[C:23]2[C:28](=[CH:27][CH:26]=[CH:25][CH:24]=2)[CH:29]=[CH:30][C:21]=1[C:19]1[CH:18]=[CH:17][N:16]=[C:15]([N:1]2[CH2:4][CH:3]([CH2:5][NH:6][C:7](=[O:13])[O:8][C:9]([CH3:10])([CH3:12])[CH3:11])[CH2:2]2)[N:20]=1. The catalyst class is: 148. (2) Reactant: [F:1][C:2]([F:11])([F:10])[C:3]1[CH:4]=[C:5]([CH:7]=[CH:8][CH:9]=1)[NH2:6].[C:12]([OH:16])(=[O:15])[CH:13]=[CH2:14].[OH-].[Na+]. Product: [F:1][C:2]([F:10])([F:11])[C:3]1[CH:4]=[C:5]([CH:7]=[CH:8][CH:9]=1)[NH:6][CH2:14][CH2:13][C:12]([OH:16])=[O:15]. The catalyst class is: 6. (3) Reactant: O1[C:5]2([CH2:10][CH2:9][N:8]([CH2:11][CH:12]([N:16]3[CH:20]=[C:19]([C:21]4[C:22]5[CH:29]=[CH:28][N:27]([CH2:30][O:31][CH2:32][CH2:33][Si:34]([CH3:37])([CH3:36])[CH3:35])[C:23]=5[N:24]=[CH:25][N:26]=4)[CH:18]=[N:17]3)[CH2:13][C:14]#[N:15])[CH2:7][CH2:6]2)[O:4]CC1.Cl.[OH-].[Na+]. Product: [O:4]=[C:5]1[CH2:6][CH2:7][N:8]([CH2:11][CH:12]([N:16]2[CH:20]=[C:19]([C:21]3[C:22]4[CH:29]=[CH:28][N:27]([CH2:30][O:31][CH2:32][CH2:33][Si:34]([CH3:35])([CH3:37])[CH3:36])[C:23]=4[N:24]=[CH:25][N:26]=3)[CH:18]=[N:17]2)[CH2:13][C:14]#[N:15])[CH2:9][CH2:10]1. The catalyst class is: 21. (4) Reactant: Br[C:2]1[CH:15]=[CH:14][CH:13]=[CH:12][C:3]=1[CH2:4][NH:5][C:6](=[O:11])[C:7]([F:10])([F:9])[F:8].CC1(C)C(C)(C)OB([C:24]2[CH:30]=[CH:29][C:27]([NH2:28])=[CH:26][CH:25]=2)O1.C1C=CC(P(C2C=CC=CC=2)C2C=CC=CC=2)=CC=1.C([O-])([O-])=O.[K+].[K+]. Product: [NH2:28][C:27]1[CH:29]=[CH:30][C:24]([C:2]2[CH:15]=[CH:14][CH:13]=[CH:12][C:3]=2[CH2:4][NH:5][C:6](=[O:11])[C:7]([F:10])([F:9])[F:8])=[CH:25][CH:26]=1. The catalyst class is: 416. (5) Reactant: [CH3:1][C:2]1[CH:7]=[CH:6][C:5](B(O)O)=[CH:4][C:3]=1[O:11][C:12]1[CH:17]=[CH:16][C:15]([C:18]([F:21])([F:20])[F:19])=[CH:14][N:13]=1.Br[CH:23]=[C:24]1[CH2:29][CH2:28][N:27]([C:30]([O:32][C:33]([CH3:36])([CH3:35])[CH3:34])=[O:31])[CH2:26][CH2:25]1.[O-]P([O-])([O-])=O.[K+].[K+].[K+]. Product: [CH3:1][C:2]1[CH:7]=[CH:6][C:5]([CH:23]=[C:24]2[CH2:29][CH2:28][N:27]([C:30]([O:32][C:33]([CH3:36])([CH3:35])[CH3:34])=[O:31])[CH2:26][CH2:25]2)=[CH:4][C:3]=1[O:11][C:12]1[CH:17]=[CH:16][C:15]([C:18]([F:21])([F:20])[F:19])=[CH:14][N:13]=1. The catalyst class is: 450.